From a dataset of Catalyst prediction with 721,799 reactions and 888 catalyst types from USPTO. Predict which catalyst facilitates the given reaction. (1) Reactant: [Br:1][C:2]1[N:3]=[C:4]2[C:10]([CH:11]=[O:12])=[CH:9][NH:8][C:5]2=[N:6][CH:7]=1.[H-].[Na+].[CH3:15][Si:16]([CH2:19][CH2:20][O:21][CH2:22]Cl)([CH3:18])[CH3:17].O. Product: [Br:1][C:2]1[N:3]=[C:4]2[C:10]([CH:11]=[O:12])=[CH:9][N:8]([CH2:22][O:21][CH2:20][CH2:19][Si:16]([CH3:18])([CH3:17])[CH3:15])[C:5]2=[N:6][CH:7]=1. The catalyst class is: 3. (2) The catalyst class is: 149. Product: [CH3:14][C:4]1[C:3]([CH:15]([CH2:20][CH2:21][CH3:22])[C:16]([O:18][CH3:19])=[O:17])=[C:2]([C:27]2[CH:28]=[CH:29][C:24]([CH3:23])=[CH:25][CH:26]=2)[N:7]2[N:8]=[C:9]([CH2:11][CH2:12][CH3:13])[CH:10]=[C:6]2[N:5]=1. Reactant: Cl[C:2]1[N:7]2[N:8]=[C:9]([CH2:11][CH2:12][CH3:13])[CH:10]=[C:6]2[N:5]=[C:4]([CH3:14])[C:3]=1[CH:15]([CH2:20][CH2:21][CH3:22])[C:16]([O:18][CH3:19])=[O:17].[CH3:23][C:24]1[CH:29]=[CH:28][C:27](B(O)O)=[CH:26][CH:25]=1.C(N(C(C)C)CC)(C)C. (3) The catalyst class is: 5. Product: [CH:2]([N:5]1[CH2:6][CH:7]([O:9][C:10]2[CH:11]=[CH:12][C:13]([O:16][C:17]3[CH:18]=[C:19]4[C:24](=[CH:25][CH:26]=3)[N:23]=[CH:22][N:21]=[C:20]4[NH:27][C:28]3[CH:32]=[CH:31][N:30]([CH3:33])[N:29]=3)=[N:14][CH:15]=2)[CH2:8]1)([CH3:4])[CH3:1]. Reactant: [CH3:1][C:2]([CH3:4])=O.[NH:5]1[CH2:8][CH:7]([O:9][C:10]2[CH:11]=[CH:12][C:13]([O:16][C:17]3[CH:18]=[C:19]4[C:24](=[CH:25][CH:26]=3)[N:23]=[CH:22][N:21]=[C:20]4[NH:27][C:28]3[CH:32]=[CH:31][N:30]([CH3:33])[N:29]=3)=[N:14][CH:15]=2)[CH2:6]1.[OH-].[Na+]. (4) Reactant: [C:1]([CH2:3][CH:4]([N:8]1[CH:12]=[C:11]([C:13]2[N:18]3[CH:19]=[CH:20][N:21]=[C:17]3[CH:16]=[C:15]([C:22](O)=[O:23])[N:14]=2)[CH:10]=[N:9]1)[CH:5]1[CH2:7][CH2:6]1)#[N:2].CN(C(ON1N=NC2C=CC=NC1=2)=[N+](C)C)C.F[P-](F)(F)(F)(F)F.CN(C=O)C.[CH3:54][C:55]([NH2:58])([CH3:57])[CH3:56].C(N(C(C)C)CC)(C)C. Product: [C:55]([NH:58][C:22]([C:15]1[N:14]=[C:13]([C:11]2[CH:10]=[N:9][N:8]([CH:4]([CH:5]3[CH2:6][CH2:7]3)[CH2:3][C:1]#[N:2])[CH:12]=2)[N:18]2[CH:19]=[CH:20][N:21]=[C:17]2[CH:16]=1)=[O:23])([CH3:57])([CH3:56])[CH3:54]. The catalyst class is: 25. (5) Reactant: [Br:1][C:2]1[CH:3]=[C:4]([Cl:13])[C:5]([C:8]2([C:11]#[N:12])[CH2:10][CH2:9]2)=[N:6][CH:7]=1.[H-].C([Al+]CC(C)C)C(C)C.C(C(C(C([O-])=O)O)O)([O-])=O.[Na+].[K+]. Product: [Br:1][C:2]1[CH:3]=[C:4]([Cl:13])[C:5]([C:8]2([CH2:11][NH2:12])[CH2:9][CH2:10]2)=[N:6][CH:7]=1. The catalyst class is: 4. (6) Reactant: [H-].[Na+].[CH:3]([C:6]1[CH:11]=[CH:10][C:9]([OH:12])=[CH:8][CH:7]=1)([CH3:5])[CH3:4].Cl[CH:14]([C:20]([O:22][CH2:23][CH3:24])=[O:21])[C:15]([O:17][CH2:18][CH3:19])=[O:16].C(OCC)(=O)C. Product: [CH:3]([C:6]1[CH:11]=[CH:10][C:9]([O:12][CH:14]([C:15]([O:17][CH2:18][CH3:19])=[O:16])[C:20]([O:22][CH2:23][CH3:24])=[O:21])=[CH:8][CH:7]=1)([CH3:5])[CH3:4]. The catalyst class is: 885.